This data is from Reaction yield outcomes from USPTO patents with 853,638 reactions. The task is: Predict the reaction yield, written as a fraction of the theoretical maximum amount of product (1.0 means a 100% yield; for example, 0.34 means a 34% yield). (1) The reactants are CCN(C(C)C)C(C)C.[OH:10][C:11]1[CH:12]=[CH:13][CH:14]=[C:15]2[C:20]=1[O:19][C:18](=[O:21])[C:17]([C:22]([OH:24])=O)=[CH:16]2.CN(C(ON1N=NC2C=CC=NC1=2)=[N+](C)C)C.F[P-](F)(F)(F)(F)F.[C:49]([C:51]1[CH:56]=[CH:55][C:54]([C:57]2[CH:62]=[CH:61][CH:60]=[C:59]([NH2:63])[CH:58]=2)=[CH:53][C:52]=1[F:64])#[N:50]. The catalyst is CN(C=O)C. The product is [C:49]([C:51]1[CH:56]=[CH:55][C:54]([C:57]2[CH:62]=[CH:61][CH:60]=[C:59]([NH:63][C:22]([C:17]3[C:18](=[O:21])[O:19][C:20]4[C:15]([CH:16]=3)=[CH:14][CH:13]=[CH:12][C:11]=4[OH:10])=[O:24])[CH:58]=2)=[CH:53][C:52]=1[F:64])#[N:50]. The yield is 0.150. (2) The reactants are [Cl-].C1([P+](C2C=CC=CC=2)(C2C=CC=CC=2)[CH2:9][O:10][CH2:11][CH2:12][Si:13]([CH3:16])([CH3:15])[CH3:14])C=CC=CC=1.[CH3:29][C:30]1[N:31]=[C:32]2[CH:37]=[CH:36][CH:35]=[CH:34][N:33]2[C:38]=1[CH:39]=O. No catalyst specified. The product is [CH3:29][C:30]1[N:31]=[C:32]2[CH:37]=[CH:36][CH:35]=[CH:34][N:33]2[C:38]=1[CH:39]=[CH:9][O:10][CH2:11][CH2:12][Si:13]([CH3:14])([CH3:15])[CH3:16]. The yield is 0.960. (3) The reactants are C[O-].[Na+].[C:4]1([SH:10])[CH:9]=[CH:8][CH:7]=[CH:6][CH:5]=1.[C:11]1(=[O:16])[O:15][CH2:14][CH2:13][CH2:12]1. The catalyst is C(O)C. The product is [C:4]1([S:10][CH2:14][CH2:13][CH2:12][C:11]([OH:16])=[O:15])[CH:9]=[CH:8][CH:7]=[CH:6][CH:5]=1. The yield is 0.520. (4) The reactants are Br[CH2:2][CH2:3][CH2:4][N:5]1[C:9]2[CH:10]=[CH:11][CH:12]=[CH:13][C:8]=2[N:7]([C:14]2[CH:19]=[CH:18][C:17]([F:20])=[C:16]([F:21])[CH:15]=2)[S:6]1(=[O:23])=[O:22].[F:24][C:25]([F:29])([F:28])[CH2:26][NH2:27].Cl. The product is [F:21][C:16]1[CH:15]=[C:14]([N:7]2[C:8]3[CH:13]=[CH:12][CH:11]=[CH:10][C:9]=3[N:5]([CH2:4][CH2:3][CH2:2][NH:27][CH2:26][C:25]([F:29])([F:28])[F:24])[S:6]2(=[O:23])=[O:22])[CH:19]=[CH:18][C:17]=1[F:20]. The yield is 0.850. The catalyst is ClCCl.C(OCC)C. (5) The reactants are [CH3:1][C@@H:2]1[C@H:6]([OH:7])[C@@H:5]([CH2:8][OH:9])[O:4][C@H:3]1[N:10]1[CH:17]=[CH:16][C:14]([NH2:15])=[N:13][C:11]1=[S:12].C[Si](C)(C)Cl.[C:23](Cl)(=[O:30])[C:24]1[CH:29]=[CH:28][CH:27]=[CH:26][CH:25]=1.[OH-].[NH4+]. The catalyst is N1C=CC=CC=1.CO. The product is [C:23]([NH:15][C:14]1[CH:16]=[CH:17][N:10]([C@@H:3]2[O:4][C@H:5]([CH2:8][OH:9])[C@@H:6]([OH:7])[C@H:2]2[CH3:1])[C:11](=[S:12])[N:13]=1)(=[O:30])[C:24]1[CH:29]=[CH:28][CH:27]=[CH:26][CH:25]=1. The yield is 0.466.